From a dataset of Reaction yield outcomes from USPTO patents with 853,638 reactions. Predict the reaction yield, written as a fraction of the theoretical maximum amount of product (1.0 means a 100% yield; for example, 0.34 means a 34% yield). The reactants are [N:1]1([C:7]([NH:9][C:10]2([C:16]([O:18]CC3C=CC=CC=3)=[O:17])[CH2:15][CH2:14][CH2:13][CH2:12][CH2:11]2)=[O:8])[CH2:6][CH2:5][O:4][CH2:3][CH2:2]1. The catalyst is CO.[Pd]. The product is [N:1]1([C:7]([NH:9][C:10]2([C:16]([OH:18])=[O:17])[CH2:15][CH2:14][CH2:13][CH2:12][CH2:11]2)=[O:8])[CH2:6][CH2:5][O:4][CH2:3][CH2:2]1. The yield is 1.00.